Task: Predict which catalyst facilitates the given reaction.. Dataset: Catalyst prediction with 721,799 reactions and 888 catalyst types from USPTO (1) Reactant: [Cl:1][C:2]1[C:7]([Cl:8])=[C:6](I)[CH:5]=[CH:4][N:3]=1.Cl.[NH:11]1[CH2:16][CH2:15][C:14]2([C:24]3[C:19](=[CH:20][CH:21]=[CH:22][CH:23]=3)[CH2:18][O:17]2)[CH2:13][CH2:12]1.CCN(C(C)C)C(C)C.C([O-])(O)=O.[Na+]. Product: [Cl:1][C:2]1[C:7]([Cl:8])=[C:6]([N:11]2[CH2:16][CH2:15][C:14]3([C:24]4[CH:23]=[CH:22][CH:21]=[CH:20][C:19]=4[CH2:18][O:17]3)[CH2:13][CH2:12]2)[CH:5]=[CH:4][N:3]=1. The catalyst class is: 23. (2) Reactant: [C:1]([O:5][C:6]([NH:8][C@H:9]1[CH2:14][C@@H:13]([C:15]([F:18])([F:17])[F:16])[CH2:12][N:11](C(OCC2C=CC=CC=2)=O)[CH2:10]1)=[O:7])([CH3:4])([CH3:3])[CH3:2].[H][H]. Product: [F:18][C:15]([F:16])([F:17])[C@H:13]1[CH2:12][NH:11][CH2:10][C@@H:9]([NH:8][C:6](=[O:7])[O:5][C:1]([CH3:2])([CH3:3])[CH3:4])[CH2:14]1. The catalyst class is: 19. (3) Reactant: [Cl:1][C:2]1[CH:3]=[C:4]([C:8](=[O:13])[C@H:9](O)[CH2:10][CH3:11])[CH:5]=[CH:6][CH:7]=1.CN(C1C2C(N(C)C)=CC=CC=2C=CC=1)C.S(OS(C(F)(F)F)(=O)=O)(C(F)(F)F)(=O)=O.[NH2:45][C:46]([CH3:50])([CH3:49])[CH2:47][OH:48]. Product: [Cl:1][C:2]1[CH:3]=[C:4]([C@:8]2([OH:13])[O:48][CH2:47][C:46]([CH3:50])([CH3:49])[NH:45][C@H:9]2[CH2:10][CH3:11])[CH:5]=[CH:6][CH:7]=1. The catalyst class is: 2. (4) Reactant: [CH3:1][NH:2][CH2:3][CH2:4][O:5][C:6]1[CH:15]=[CH:14][CH:13]=[C:12]2[C:7]=1[C:8](=[O:16])[NH:9][CH:10]=[N:11]2.[C:17](OC(=O)C)(=[O:19])[CH3:18]. Product: [CH3:1][N:2]([CH2:3][CH2:4][O:5][C:6]1[CH:15]=[CH:14][CH:13]=[C:12]2[C:7]=1[C:8](=[O:16])[NH:9][CH:10]=[N:11]2)[C:17](=[O:19])[CH3:18]. The catalyst class is: 17. (5) Reactant: [CH:1]1[CH:2]=[C:3]([Cl:15])[C:4]([CH2:8][C:9]([NH:11][C:12]([NH2:14])=[NH:13])=[O:10])=[C:5]([Cl:7])[CH:6]=1.CS(C)=[O:18]. Product: [CH:1]1[CH:6]=[C:5]([Cl:7])[C:4]([CH2:8][C:9]([NH:11][C:12]([NH2:14])=[NH:13])=[O:10])=[C:3]([Cl:15])[CH:2]=1.[C:9](=[O:18])([O-:10])[NH2:11]. The catalyst class is: 6.